From a dataset of CYP1A2 inhibition data for predicting drug metabolism from PubChem BioAssay. Regression/Classification. Given a drug SMILES string, predict its absorption, distribution, metabolism, or excretion properties. Task type varies by dataset: regression for continuous measurements (e.g., permeability, clearance, half-life) or binary classification for categorical outcomes (e.g., BBB penetration, CYP inhibition). Dataset: cyp1a2_veith. (1) The compound is O=C1C2ON(c3ccccc3)C(c3ccncc3)C2C(=O)N1c1ccccc1. The result is 0 (non-inhibitor). (2) The molecule is Cc1cccc(CNc2cc(-c3c(C)noc3C)ncn2)c1. The result is 1 (inhibitor). (3) The compound is CO/N=C(\C)CCN1CCc2nc(-c3ccccc3)c(-c3ccccc3)cc2C1. The result is 0 (non-inhibitor). (4) The compound is c1ccc(CN2CC[C@@]3(CCCNC3)C2)cc1. The result is 0 (non-inhibitor). (5) The drug is N#C/C(=C/N1CCOCC1)c1ccccc1. The result is 1 (inhibitor).